From a dataset of Forward reaction prediction with 1.9M reactions from USPTO patents (1976-2016). Predict the product of the given reaction. (1) Given the reactants [CH2:1]([N:3]([CH2:7][CH3:8])[CH2:4][CH2:5][NH2:6])[CH3:2].Cl[C:10]1[N:11]=[N+:12]([O-:23])[C:13]2[C:22]3[CH2:21][CH2:20][CH2:19][C:18]=3[CH:17]=[CH:16][C:14]=2[N:15]=1, predict the reaction product. The product is: [CH2:1]([N:3]([CH2:7][CH3:8])[CH2:4][CH2:5][NH:6][C:10]1[N:11]=[N+:12]([O-:23])[C:13]2[C:22]3[CH2:21][CH2:20][CH2:19][C:18]=3[CH:17]=[CH:16][C:14]=2[N:15]=1)[CH3:2]. (2) The product is: [Cl:21][C:20]1[C:15]([NH:8][C:6]2[CH:7]=[C:2]([I:1])[CH:3]=[CH:4][C:5]=2[O:9][CH2:10][CH2:11][O:12][CH3:13])=[N:16][C:17]([NH2:22])=[N:18][CH:19]=1. Given the reactants [I:1][C:2]1[CH:3]=[CH:4][C:5]([O:9][CH2:10][CH2:11][O:12][CH3:13])=[C:6]([NH2:8])[CH:7]=1.Cl[C:15]1[C:20]([Cl:21])=[CH:19][N:18]=[C:17]([NH2:22])[N:16]=1, predict the reaction product. (3) Given the reactants [N:1]1[NH:2][C:3]2[CH:4]=[CH:5][CH:6]=[C:7]3[CH2:13][CH2:12][C:11]4=[C:14]([NH2:18])[CH:15]=[CH:16][CH:17]=[C:10]4[C:9]=1[C:8]=23.[CH:19]1([C:22](O)=[O:23])[CH2:21][CH2:20]1, predict the reaction product. The product is: [N:1]1[NH:2][C:3]2[CH:4]=[CH:5][CH:6]=[C:7]3[CH2:13][CH2:12][C:11]4[C:14]([NH:18][C:22]([CH:19]5[CH2:21][CH2:20]5)=[O:23])=[CH:15][CH:16]=[CH:17][C:10]=4[C:9]=1[C:8]=23. (4) The product is: [N:12]1[CH:13]=[CH:14][CH:15]=[CH:16][C:11]=1[C:9]([NH:8][C:5]1[CH:4]=[CH:3][C:2]([O:1][C:19](=[O:20])[N:18]([CH3:17])[C:22]2[CH:27]=[CH:26][CH:25]=[CH:24][CH:23]=2)=[CH:7][CH:6]=1)=[O:10]. Given the reactants [OH:1][C:2]1[CH:7]=[CH:6][C:5]([NH:8][C:9]([C:11]2[CH:16]=[CH:15][CH:14]=[CH:13][N:12]=2)=[O:10])=[CH:4][CH:3]=1.[CH3:17][N:18]([C:22]1[CH:27]=[CH:26][CH:25]=[CH:24][CH:23]=1)[C:19](Cl)=[O:20], predict the reaction product.